This data is from Full USPTO retrosynthesis dataset with 1.9M reactions from patents (1976-2016). The task is: Predict the reactants needed to synthesize the given product. Given the product [NH2:1][C:2]1[N:10]=[C:9]([F:11])[N:8]=[C:7]2[C:3]=1[N:4]=[C:5]([CH2:21][C:22]1[C:30]([I:31])=[CH:29][C:25]3[O:26][CH2:27][O:28][C:24]=3[CH:23]=1)[N:6]2[CH2:12][C:13]1[N:14]=[N:15][N:16]([CH2:18][CH2:19][O:20][S:39](=[O:42])(=[O:41])[NH2:40])[CH:17]=1, predict the reactants needed to synthesize it. The reactants are: [NH2:1][C:2]1[N:10]=[C:9]([F:11])[N:8]=[C:7]2[C:3]=1[N:4]=[C:5]([CH2:21][C:22]1[C:30]([I:31])=[CH:29][C:25]3[O:26][CH2:27][O:28][C:24]=3[CH:23]=1)[N:6]2[CH2:12][C:13]1[N:14]=[N:15][N:16]([CH2:18][CH2:19][OH:20])[CH:17]=1.C(N(CC)CC)C.[S:39](Cl)(=[O:42])(=[O:41])[NH2:40].O.